Dataset: Reaction yield outcomes from USPTO patents with 853,638 reactions. Task: Predict the reaction yield, written as a fraction of the theoretical maximum amount of product (1.0 means a 100% yield; for example, 0.34 means a 34% yield). (1) The reactants are C([O:3][C:4]([C:6]1[C:7]([C:12]2[CH:17]=[C:16]([F:18])[CH:15]=[CH:14][C:13]=2[F:19])=[N:8][O:9][C:10]=1[CH3:11])=O)C.C(OC(C1C(C2C=CC=CC=2F)=NOC=1C)=O)C. No catalyst specified. The product is [F:19][C:13]1[CH:14]=[CH:15][C:16]([F:18])=[CH:17][C:12]=1[C:7]1[C:6]([CH2:4][OH:3])=[C:10]([CH3:11])[O:9][N:8]=1. The yield is 0.210. (2) The reactants are [C:1]([NH:9][C:10]1[CH:11]=[CH:12][C:13]2[N:17]=[C:16](N3CC4CN(C(OC(C)(C)C)=O)CC4C3)[N:15]([CH2:33][CH:34]=[C:35]([CH3:37])[CH3:36])[C:14]=2[CH:38]=1)(=[O:8])[C:2]1[CH:7]=[CH:6][CH:5]=[CH:4][CH:3]=1.F[C:40](F)(F)[C:41](O)=O. The catalyst is O. The product is [CH:10]1([C:16]2[N:15]([CH2:33][CH:34]=[C:35]([CH3:36])[CH3:37])[C:14]3[CH:38]=[C:10]([NH:9][C:1](=[O:8])[C:2]4[CH:3]=[CH:4][CH:5]=[CH:6][CH:7]=4)[CH:11]=[CH:12][C:13]=3[N:17]=2)[C:38]2=[CH:14][NH:15][CH2:40][CH:41]2[CH2:1][NH:9]1. The yield is 0.950. (3) The reactants are [CH3:1][O:2][C:3]([C@@H:5]1[CH2:18][C@H:17]([O:19][S:20]([C:23]2[CH:28]=[CH:27][CH:26]=[CH:25][CH:24]=2)(=[O:22])=[O:21])[C:16](=[O:29])[C@H:15]2[C@@:6]1([CH3:37])[CH2:7][CH2:8][C@H:9]1[C@:14]2([CH3:30])[CH2:13][C@@H:12]([C:31]2[CH:35]=[CH:34][O:33][CH:32]=2)[O:11][C:10]1=[O:36])=[O:4].[CH3:38]C1C=CC(S(Cl)(=O)=O)=CC=1. No catalyst specified. The product is [CH3:1][O:2][C:3]([C@@H:5]1[CH2:18][C@H:17]([O:19][S:20]([C:23]2[CH:28]=[CH:27][C:26]([CH3:38])=[CH:25][CH:24]=2)(=[O:22])=[O:21])[C:16](=[O:29])[C@H:15]2[C@@:6]1([CH3:37])[CH2:7][CH2:8][C@H:9]1[C@:14]2([CH3:30])[CH2:13][C@@H:12]([C:31]2[CH:35]=[CH:34][O:33][CH:32]=2)[O:11][C:10]1=[O:36])=[O:4]. The yield is 0.860. (4) The reactants are [CH3:1][O:2][C:3]1[CH:26]=[C:25]([O:27][CH3:28])[CH:24]=[CH:23][C:4]=1[CH2:5][N:6]1[C:14](=O)[C:13]2[C:8](=[CH:9][CH:10]=[CH:11][C:12]=2[O:16][CH2:17][CH2:18][N:19]([CH3:21])[CH3:20])[C:7]1=O.[H-].[Al+3].[Li+].[H-].[H-].[H-].C1COCC1. No catalyst specified. The product is [CH3:1][O:2][C:3]1[CH:26]=[C:25]([O:27][CH3:28])[CH:24]=[CH:23][C:4]=1[CH2:5][N:6]1[CH2:14][C:13]2[C:8](=[CH:9][CH:10]=[CH:11][C:12]=2[O:16][CH2:17][CH2:18][N:19]([CH3:21])[CH3:20])[CH2:7]1. The yield is 1.03. (5) The yield is 0.611. The product is [O:24]=[C:16]1[C:15]([C:12]2[CH:11]=[CH:10][C:9]([C:4]3[CH:5]=[CH:6][CH:7]=[CH:8][N:3]=3)=[CH:14][CH:13]=2)=[N:19][C:18]2([CH2:23][CH2:22][CH2:21][CH2:20]2)[N:17]1[CH2:26][C:27]([NH:29][C:30]1[CH:35]=[CH:34][CH:33]=[C:32]([C:36]([F:37])([F:38])[F:39])[CH:31]=1)=[O:28]. The reactants are [H-].[Na+].[N:3]1[CH:8]=[CH:7][CH:6]=[CH:5][C:4]=1[C:9]1[CH:14]=[CH:13][C:12]([C:15]2[C:16](=[O:24])[NH:17][C:18]3([CH2:23][CH2:22][CH2:21][CH2:20]3)[N:19]=2)=[CH:11][CH:10]=1.Br[CH2:26][C:27]([NH:29][C:30]1[CH:35]=[CH:34][CH:33]=[C:32]([C:36]([F:39])([F:38])[F:37])[CH:31]=1)=[O:28]. The catalyst is CN(C=O)C.CO. (6) The yield is 0.560. The product is [Cl:15][C:16]1[CH:21]=[CH:20][C:19]([C:2]2[N:7]=[N:6][C:5]([NH2:8])=[N:4][C:3]=2[C:9]2[CH:14]=[CH:13][CH:12]=[CH:11][CH:10]=2)=[CH:18][CH:17]=1. The reactants are Br[C:2]1[N:7]=[N:6][C:5]([NH2:8])=[N:4][C:3]=1[C:9]1[CH:14]=[CH:13][CH:12]=[CH:11][CH:10]=1.[Cl:15][C:16]1[CH:21]=[CH:20][C:19](B(O)O)=[CH:18][CH:17]=1. No catalyst specified.